From a dataset of Full USPTO retrosynthesis dataset with 1.9M reactions from patents (1976-2016). Predict the reactants needed to synthesize the given product. Given the product [CH2:12]([C:10]1[N:11]=[C:4]2[C:3]([C:1]#[N:2])=[CH:8][CH:7]=[CH:6][N:5]2[C:9]=1[C:14]1[CH:19]=[CH:18][CH:17]=[C:16]([O:20][CH2:22][C:23]2[CH:28]=[CH:27][CH:26]=[C:25]([S:29]([CH3:32])(=[O:31])=[O:30])[CH:24]=2)[CH:15]=1)[CH3:13], predict the reactants needed to synthesize it. The reactants are: [C:1]([C:3]1[C:4]2[N:5]([C:9]([C:14]3[CH:15]=[C:16]([OH:20])[CH:17]=[CH:18][CH:19]=3)=[C:10]([CH2:12][CH3:13])[N:11]=2)[CH:6]=[CH:7][CH:8]=1)#[N:2].Br[CH2:22][C:23]1[CH:28]=[CH:27][CH:26]=[C:25]([S:29]([CH3:32])(=[O:31])=[O:30])[CH:24]=1.